Dataset: Full USPTO retrosynthesis dataset with 1.9M reactions from patents (1976-2016). Task: Predict the reactants needed to synthesize the given product. (1) Given the product [ClH:25].[ClH:25].[CH2:22]([O:21][C@H:18]1[CH2:17][CH2:16][C@H:15]([N:12]2[CH2:11][CH2:10][CH:9]([NH2:5])[CH2:14][CH2:13]2)[CH2:20][CH2:19]1)[C:23]#[CH:24], predict the reactants needed to synthesize it. The reactants are: CC([N:5]([CH:9]1[CH2:14][CH2:13][N:12]([C@H:15]2[CH2:20][CH2:19][C@H:18]([O:21][CH2:22][C:23]#[CH:24])[CH2:17][CH2:16]2)[CH2:11][CH2:10]1)C(=O)[O-])(C)C.[ClH:25]. (2) Given the product [Br:17][CH2:2][C:1]([C:4]1[CH:16]=[CH:15][C:7]([CH2:8][N:9]2[C:13](=[O:14])[CH:12]=[CH:11][S:10]2)=[CH:6][CH:5]=1)=[O:3], predict the reactants needed to synthesize it. The reactants are: [C:1]([C:4]1[CH:16]=[CH:15][C:7]([CH2:8][N:9]2[C:13](=[O:14])[CH:12]=[CH:11][S:10]2)=[CH:6][CH:5]=1)(=[O:3])[CH3:2].[Br:17]Br.C(Cl)Cl. (3) Given the product [F:1][C:2]1[C:12]2[C:11]3[NH:33][N:34]=[C:14]([C:16]4[O:20][N:19]=[CH:18][CH:17]=4)[C:10]=3[CH2:9][CH2:8][CH2:7][C:6]=2[CH:5]=[C:4]([N:21]2[CH2:25][C@H:24]([CH2:26][NH:27][C:28](=[O:30])[CH3:29])[O:23][C:22]2=[O:31])[CH:3]=1, predict the reactants needed to synthesize it. The reactants are: [F:1][C:2]1[C:12]2[C:11](=O)[CH:10]([C:14]([C:16]3[O:20][N:19]=[CH:18][CH:17]=3)=O)[CH2:9][CH2:8][CH2:7][C:6]=2[CH:5]=[C:4]([N:21]2[CH2:25][C@H:24]([CH2:26][NH:27][C:28](=[O:30])[CH3:29])[O:23][C:22]2=[O:31])[CH:3]=1.O.[NH2:33][NH2:34]. (4) Given the product [CH3:1][O:2][C:3](=[O:12])[C:4]1[C:9]([Cl:10])=[CH:8][N:7]=[C:6]([C:18](=[O:19])[C:17]2[CH:20]=[CH:21][C:14]([Br:13])=[CH:15][CH:16]=2)[CH:5]=1, predict the reactants needed to synthesize it. The reactants are: [CH3:1][O:2][C:3](=[O:12])[C:4]1[C:9]([Cl:10])=[CH:8][N:7]=[C:6](I)[CH:5]=1.[Br:13][C:14]1[CH:21]=[CH:20][C:17]([CH:18]=[O:19])=[CH:16][CH:15]=1.ClC1C=CC(N(C)C2C=CC(C(C3C=CC(OC4C=CC=CC=4)=C(C=3)C(O)=O)=O)=CN=2)=CC=1. (5) Given the product [F:1][C:2]1[CH:7]=[CH:6][C:5]([NH:8][C:13](=[O:15])[CH3:14])=[C:4]([C:9]([F:10])([F:11])[F:12])[CH:3]=1, predict the reactants needed to synthesize it. The reactants are: [F:1][C:2]1[CH:7]=[CH:6][C:5]([NH2:8])=[C:4]([C:9]([F:12])([F:11])[F:10])[CH:3]=1.[C:13](OC(=O)C)(=[O:15])[CH3:14]. (6) Given the product [CH2:1]([C:18]1([CH2:38][CH2:39][CH2:40][CH2:41][CH2:42][CH2:43][CH2:44][CH2:45]/[CH:46]=[CH:47]\[CH2:48]/[CH:49]=[CH:50]\[CH2:51][CH2:52][CH2:53][CH2:54][CH3:55])[CH:19]([CH2:20][CH2:21][CH2:22][CH2:23][CH2:24][CH2:25][CH2:26]/[CH:27]=[CH:28]\[CH2:29]/[CH:30]=[CH:31]\[CH2:32][CH2:33][CH2:34][CH2:35][CH3:36])[O:37][C:64](=[O:63])[O:56]1)[CH2:2][CH2:3][CH2:4][CH2:5][CH2:6][CH2:7]/[CH:8]=[CH:9]\[CH2:10]/[CH:11]=[CH:12]\[CH2:13][CH2:14][CH2:15][CH2:16][CH3:17], predict the reactants needed to synthesize it. The reactants are: [CH2:1]([C:18]([OH:56])([CH2:38][CH2:39][CH2:40][CH2:41][CH2:42][CH2:43][CH2:44][CH2:45]/[CH:46]=[CH:47]\[CH2:48]/[CH:49]=[CH:50]\[CH2:51][CH2:52][CH2:53][CH2:54][CH3:55])[CH:19]([OH:37])[CH2:20][CH2:21][CH2:22][CH2:23][CH2:24][CH2:25][CH2:26]/[CH:27]=[CH:28]\[CH2:29]/[CH:30]=[CH:31]\[CH2:32][CH2:33][CH2:34][CH2:35][CH3:36])[CH2:2][CH2:3][CH2:4][CH2:5][CH2:6][CH2:7]/[CH:8]=[CH:9]\[CH2:10]/[CH:11]=[CH:12]\[CH2:13][CH2:14][CH2:15][CH2:16][CH3:17].N1C=CC=CC=1.[O:63]=[C:64](Cl)OC(Cl)(Cl)Cl. (7) Given the product [Br:1][C:2]1[C:7]([CH3:8])=[CH:6][C:5]([NH:9][C:20]([NH2:19])=[S:21])=[CH:4][C:3]=1[CH3:10], predict the reactants needed to synthesize it. The reactants are: [Br:1][C:2]1[C:7]([CH3:8])=[CH:6][C:5]([NH2:9])=[CH:4][C:3]=1[CH3:10].C([N:19]=[C:20]=[S:21])(=O)C1C=CC=CC=1.[OH-].[Na+].